Dataset: Full USPTO retrosynthesis dataset with 1.9M reactions from patents (1976-2016). Task: Predict the reactants needed to synthesize the given product. Given the product [CH3:14][C@H:15]1[CH2:20][N:19]([C:2]2[C:7]([N+:8]([O-:10])=[O:9])=[CH:6][N:5]=[C:4]3[O:11][CH2:12][CH2:13][C:3]=23)[CH2:18][C@@H:17]([NH:21][C:22](=[O:28])[O:23][C:24]([CH3:27])([CH3:26])[CH3:25])[CH2:16]1, predict the reactants needed to synthesize it. The reactants are: I[C:2]1[C:7]([N+:8]([O-:10])=[O:9])=[CH:6][N:5]=[C:4]2[O:11][CH2:12][CH2:13][C:3]=12.[CH3:14][C@H:15]1[CH2:20][NH:19][CH2:18][C@@H:17]([NH:21][C:22](=[O:28])[O:23][C:24]([CH3:27])([CH3:26])[CH3:25])[CH2:16]1.CCN(C(C)C)C(C)C.